Dataset: Full USPTO retrosynthesis dataset with 1.9M reactions from patents (1976-2016). Task: Predict the reactants needed to synthesize the given product. (1) Given the product [Br:1][C:2]1[CH:3]=[C:4]([NH:16][C:25]([NH:24][C:19]2[CH:20]=[CH:21][CH:22]=[CH:23][C:18]=2[F:17])=[O:26])[C:5]([N:8]([CH:10]2[CH2:15][CH2:14][CH2:13][CH2:12][CH2:11]2)[CH3:9])=[N:6][CH:7]=1, predict the reactants needed to synthesize it. The reactants are: [Br:1][C:2]1[CH:3]=[C:4]([NH2:16])[C:5]([N:8]([CH:10]2[CH2:15][CH2:14][CH2:13][CH2:12][CH2:11]2)[CH3:9])=[N:6][CH:7]=1.[F:17][C:18]1[CH:23]=[CH:22][CH:21]=[CH:20][C:19]=1[N:24]=[C:25]=[O:26].C(N(CCC(F)(F)F)C1C(N)=CC(Br)=CC=1)C1C=CC=CC=1.C(N(CCC(F)(F)F)C1C=CC(Br)=CC=1NC(NC1C=CC(C)=CC=1)=O)C1C=CC=CC=1. (2) Given the product [Cl:1][C:2]1[CH:10]=[CH:9][C:8]2[N:7]([CH2:34][C:35]([N:37]3[CH2:42][CH2:41][O:40][CH2:39][CH2:38]3)=[O:36])[C:6]3[CH2:11][CH2:12][N:13]([CH3:16])[CH2:14][CH2:15][C:5]=3[C:4]=2[CH:3]=1, predict the reactants needed to synthesize it. The reactants are: [Cl:1][C:2]1[CH:10]=[CH:9][C:8]2[NH:7][C:6]3[CH2:11][CH2:12][N:13]([CH3:16])[CH2:14][CH2:15][C:5]=3[C:4]=2[CH:3]=1.N1CCC[C@H]1C(O)=O.[O-]P([O-])([O-])=O.[K+].[K+].[K+].Cl[CH2:34][C:35]([N:37]1[CH2:42][CH2:41][O:40][CH2:39][CH2:38]1)=[O:36]. (3) Given the product [CH2:23]([CH:9]1[O:10][C:11](=[O:16])[CH:12]=[C:13]1[O:14][CH3:15])[C:17]1[CH:22]=[CH:21][CH:20]=[CH:19][CH:18]=1, predict the reactants needed to synthesize it. The reactants are: [Li+].CC([N-]C(C)C)C.[CH3:9][O:10][C:11](=[O:16])/[CH:12]=[CH:13]/[O:14][CH3:15].[C:17]1([CH2:23]C=O)[CH:22]=[CH:21][CH:20]=[CH:19][CH:18]=1.Cl. (4) Given the product [OH:18][C:13]1[C:12]([I:11])=[CH:17][CH:16]=[CH:15][C:14]=1[CH:22]=[O:23], predict the reactants needed to synthesize it. The reactants are: C(N(CC)CC)C.[Cl-].[Mg+2].[Cl-].[I:11][C:12]1[CH:17]=[CH:16][CH:15]=[CH:14][C:13]=1[OH:18].Cl.C1C[O:23][CH2:22]C1.